From a dataset of NCI-60 drug combinations with 297,098 pairs across 59 cell lines. Regression. Given two drug SMILES strings and cell line genomic features, predict the synergy score measuring deviation from expected non-interaction effect. (1) Synergy scores: CSS=46.3, Synergy_ZIP=0.624, Synergy_Bliss=-0.920, Synergy_Loewe=-8.17, Synergy_HSA=-1.94. Drug 1: C1=C(C(=O)NC(=O)N1)F. Drug 2: CC(C)NC(=O)C1=CC=C(C=C1)CNNC.Cl. Cell line: SW-620. (2) Drug 1: CCCCCOC(=O)NC1=NC(=O)N(C=C1F)C2C(C(C(O2)C)O)O. Drug 2: N.N.Cl[Pt+2]Cl. Cell line: HL-60(TB). Synergy scores: CSS=48.5, Synergy_ZIP=-1.62, Synergy_Bliss=-1.64, Synergy_Loewe=-12.2, Synergy_HSA=1.01. (3) Drug 1: CCCCCOC(=O)NC1=NC(=O)N(C=C1F)C2C(C(C(O2)C)O)O. Drug 2: CC1=C2C(C(=O)C3(C(CC4C(C3C(C(C2(C)C)(CC1OC(=O)C(C(C5=CC=CC=C5)NC(=O)OC(C)(C)C)O)O)OC(=O)C6=CC=CC=C6)(CO4)OC(=O)C)O)C)O. Cell line: KM12. Synergy scores: CSS=8.71, Synergy_ZIP=-0.765, Synergy_Bliss=3.05, Synergy_Loewe=3.36, Synergy_HSA=3.30. (4) Cell line: NCI-H460. Drug 1: C1=CC(=CC=C1CCC2=CNC3=C2C(=O)NC(=N3)N)C(=O)NC(CCC(=O)O)C(=O)O. Synergy scores: CSS=32.9, Synergy_ZIP=-0.528, Synergy_Bliss=-3.52, Synergy_Loewe=-15.0, Synergy_HSA=-2.98. Drug 2: CC(C)(C#N)C1=CC(=CC(=C1)CN2C=NC=N2)C(C)(C)C#N. (5) Drug 1: COC1=NC(=NC2=C1N=CN2C3C(C(C(O3)CO)O)O)N. Drug 2: C1CN(P(=O)(OC1)NCCCl)CCCl. Cell line: U251. Synergy scores: CSS=6.79, Synergy_ZIP=2.40, Synergy_Bliss=6.72, Synergy_Loewe=3.13, Synergy_HSA=4.15. (6) Drug 1: CCC1=CC2CC(C3=C(CN(C2)C1)C4=CC=CC=C4N3)(C5=C(C=C6C(=C5)C78CCN9C7C(C=CC9)(C(C(C8N6C)(C(=O)OC)O)OC(=O)C)CC)OC)C(=O)OC.C(C(C(=O)O)O)(C(=O)O)O. Drug 2: CN(C)N=NC1=C(NC=N1)C(=O)N. Cell line: U251. Synergy scores: CSS=34.9, Synergy_ZIP=-3.63, Synergy_Bliss=-5.82, Synergy_Loewe=-28.2, Synergy_HSA=-4.27. (7) Drug 1: C1=NNC2=C1C(=O)NC=N2. Drug 2: C1CC(=O)NC(=O)C1N2C(=O)C3=CC=CC=C3C2=O. Cell line: SR. Synergy scores: CSS=13.3, Synergy_ZIP=-2.29, Synergy_Bliss=2.60, Synergy_Loewe=-0.822, Synergy_HSA=0.801. (8) Drug 1: CC(CN1CC(=O)NC(=O)C1)N2CC(=O)NC(=O)C2. Drug 2: CN(C(=O)NC(C=O)C(C(C(CO)O)O)O)N=O. Cell line: SK-OV-3. Synergy scores: CSS=7.89, Synergy_ZIP=-2.00, Synergy_Bliss=-1.33, Synergy_Loewe=-2.84, Synergy_HSA=-0.325.